This data is from Forward reaction prediction with 1.9M reactions from USPTO patents (1976-2016). The task is: Predict the product of the given reaction. (1) Given the reactants Br[C:2]1[CH:3]=[C:4]2[C:13](=[CH:14][CH:15]=1)[O:12][CH2:11][C:10]1[N:5]2[CH:6]([CH3:17])[C:7](=[O:16])[NH:8][N:9]=1.[C:18]([O:22][C:23]([N:25]1[CH2:28][C:27](=[CH2:29])[CH2:26]1)=[O:24])([CH3:21])([CH3:20])[CH3:19].CC1C(P(C2C(C)=CC=CC=2)C2C(C)=CC=CC=2)=CC=CC=1.C(N(CC)CC)C, predict the reaction product. The product is: [C:18]([O:22][C:23]([N:25]1[CH2:28][C:27](=[CH:29][C:2]2[CH:3]=[C:4]3[C:13](=[CH:14][CH:15]=2)[O:12][CH2:11][C:10]2[N:5]3[CH:6]([CH3:17])[C:7](=[O:16])[NH:8][N:9]=2)[CH2:26]1)=[O:24])([CH3:21])([CH3:20])[CH3:19]. (2) Given the reactants [CH3:1][C@@H:2]([OH:5])[CH2:3][CH3:4].[H-].[Na+].F[C:9]1[CH:16]=[CH:15][C:14]([CH:17]=[O:18])=[CH:13][C:10]=1[C:11]#[N:12], predict the reaction product. The product is: [CH:17]([C:14]1[CH:15]=[CH:16][C:9]([O:5][C@H:2]([CH3:1])[CH2:3][CH3:4])=[C:10]([CH:13]=1)[C:11]#[N:12])=[O:18]. (3) Given the reactants [OH:1][C:2]1[CH:10]=[CH:9][CH:8]=[C:7]2[C:3]=1[CH:4]=[CH:5][NH:6]2.[CH2:11](O)[CH3:12], predict the reaction product. The product is: [CH2:11]([O:1][C:2]1[CH:10]=[CH:9][CH:8]=[C:7]2[C:3]=1[CH:4]=[CH:5][NH:6]2)[CH3:12]. (4) Given the reactants FC(F)(F)C(O)=O.C[O:9][C:10](=[O:40])[C@H:11]([CH2:20][C:21]1[CH:26]=[CH:25][CH:24]=[C:23]([O:27][CH2:28][CH2:29][C:30]2[CH:39]=[CH:38][C:37]3[C:32](=[CH:33][CH:34]=[CH:35][CH:36]=3)[CH:31]=2)[CH:22]=1)[NH:12]C(OC(C)(C)C)=O.O.[OH-].[Li+].Cl, predict the reaction product. The product is: [CH:31]1[C:32]2[C:37](=[CH:36][CH:35]=[CH:34][CH:33]=2)[CH:38]=[CH:39][C:30]=1[CH2:29][CH2:28][O:27][C:23]1[CH:22]=[C:21]([CH:26]=[CH:25][CH:24]=1)[CH2:20][C@@H:11]([C:10]([OH:40])=[O:9])[NH2:12].